Predict the reaction yield, written as a fraction of the theoretical maximum amount of product (1.0 means a 100% yield; for example, 0.34 means a 34% yield). From a dataset of Reaction yield outcomes from USPTO patents with 853,638 reactions. (1) The reactants are [C:1]([O:4][CH2:5][C:6]1[C:7]([N:21]2[CH2:32][CH2:31][N:30]3[C:23](=[CH:24][C:25]4[CH2:26][C:27]([CH3:34])([CH3:33])[CH2:28][C:29]=43)[C:22]2=[O:35])=[N:8][CH:9]=[CH:10][C:11]=1B1OC(C)(C)C(C)(C)O1)(=[O:3])[CH3:2].Br[C:37]1[CH:38]=[C:39]([NH:45][C:46]2[CH:59]=[C:49]3[CH2:50][N:51]([CH:54]([CH3:58])[CH2:55][O:56][CH3:57])[CH2:52][CH2:53][N:48]3[N:47]=2)[C:40](=[O:44])[N:41]([CH3:43])[CH:42]=1.[O-]P([O-])([O-])=O.[K+].[K+].[K+].C([O-])(=O)C.[Na+]. The catalyst is C1C=CC(P(C2C=CC=CC=2)[C-]2C=CC=C2)=CC=1.C1C=CC(P(C2C=CC=CC=2)[C-]2C=CC=C2)=CC=1.Cl[Pd]Cl.[Fe+2].C(#N)C.O. The product is [C:1]([O:4][CH2:5][C:6]1[C:7]([N:21]2[CH2:32][CH2:31][N:30]3[C:23](=[CH:24][C:25]4[CH2:26][C:27]([CH3:34])([CH3:33])[CH2:28][C:29]=43)[C:22]2=[O:35])=[N:8][CH:9]=[CH:10][C:11]=1[C:37]1[CH:38]=[C:39]([NH:45][C:46]2[CH:59]=[C:49]3[CH2:50][N:51]([CH:54]([CH3:58])[CH2:55][O:56][CH3:57])[CH2:52][CH2:53][N:48]3[N:47]=2)[C:40](=[O:44])[N:41]([CH3:43])[CH:42]=1)(=[O:3])[CH3:2]. The yield is 0.500. (2) The reactants are [Cl:1][C:2]1[C:7](I)=[CH:6][N:5]=[C:4]([S:9][CH3:10])[N:3]=1.C([Mg]Br)(C)C.[CH:16]([C:19]1[CH:26]=[C:25]([O:27][CH3:28])[C:24]([O:29][CH3:30])=[CH:23][C:20]=1[CH:21]=[O:22])([CH3:18])[CH3:17]. The catalyst is C1COCC1. The product is [Cl:1][C:2]1[C:7]([CH:21]([C:20]2[CH:23]=[C:24]([O:29][CH3:30])[C:25]([O:27][CH3:28])=[CH:26][C:19]=2[CH:16]([CH3:18])[CH3:17])[OH:22])=[CH:6][N:5]=[C:4]([S:9][CH3:10])[N:3]=1. The yield is 0.820.